The task is: Predict the product of the given reaction.. This data is from Forward reaction prediction with 1.9M reactions from USPTO patents (1976-2016). Given the reactants Cl.[NH2:2][CH:3]([C:20]1[CH:25]=[CH:24][C:23]([O:26][CH3:27])=[CH:22][CH:21]=1)[C:4]([C:6]1[CH:11]=[CH:10][C:9]([O:12][CH2:13][C:14]2[CH:19]=[CH:18][CH:17]=[CH:16][CH:15]=2)=[CH:8][CH:7]=1)=[O:5].C(N(CC)CC)C.[F:35][C:36]([F:47])([F:46])[C:37](O[C:37](=[O:38])[C:36]([F:47])([F:46])[F:35])=[O:38], predict the reaction product. The product is: [CH2:13]([O:12][C:9]1[CH:8]=[CH:7][C:6]([C:4](=[O:5])[CH:3]([NH:2][C:37](=[O:38])[C:36]([F:47])([F:46])[F:35])[C:20]2[CH:21]=[CH:22][C:23]([O:26][CH3:27])=[CH:24][CH:25]=2)=[CH:11][CH:10]=1)[C:14]1[CH:19]=[CH:18][CH:17]=[CH:16][CH:15]=1.